This data is from Peptide-MHC class I binding affinity with 185,985 pairs from IEDB/IMGT. The task is: Regression. Given a peptide amino acid sequence and an MHC pseudo amino acid sequence, predict their binding affinity value. This is MHC class I binding data. (1) The MHC is HLA-B18:01 with pseudo-sequence HLA-B18:01. The peptide sequence is ADNLITEML. The binding affinity (normalized) is 0.0294. (2) The peptide sequence is VYGNIKHKE. The MHC is HLA-A11:01 with pseudo-sequence HLA-A11:01. The binding affinity (normalized) is 0. (3) The peptide sequence is ILRGTSFVYV. The MHC is HLA-A02:01 with pseudo-sequence HLA-A02:01. The binding affinity (normalized) is 0.589. (4) The peptide sequence is YIACRTSIV. The MHC is HLA-A02:06 with pseudo-sequence HLA-A02:06. The binding affinity (normalized) is 0.0932. (5) The peptide sequence is VLFVKKMLPK. The MHC is HLA-A31:01 with pseudo-sequence HLA-A31:01. The binding affinity (normalized) is 0.311. (6) The peptide sequence is LSDHQDLKW. The MHC is HLA-B58:01 with pseudo-sequence HLA-B58:01. The binding affinity (normalized) is 0.696. (7) The peptide sequence is VYAWERKKI. The MHC is HLA-A26:01 with pseudo-sequence HLA-A26:01. The binding affinity (normalized) is 0. (8) The MHC is HLA-A11:01 with pseudo-sequence HLA-A11:01. The peptide sequence is IVNGKECCY. The binding affinity (normalized) is 0.172. (9) The peptide sequence is YTPGPGIRY. The MHC is HLA-B40:01 with pseudo-sequence HLA-B40:01. The binding affinity (normalized) is 0. (10) The MHC is SLA-10401 with pseudo-sequence SLA-10401. The binding affinity (normalized) is 0.0847. The peptide sequence is STFTFPGIY.